From a dataset of Reaction yield outcomes from USPTO patents with 853,638 reactions. Predict the reaction yield, written as a fraction of the theoretical maximum amount of product (1.0 means a 100% yield; for example, 0.34 means a 34% yield). (1) The reactants are [F:1][C:2]1([F:49])[CH2:7][C@H:6]([O:8][C:9]2[C:14]([CH3:15])=[CH:13][C:12]([S:16]([N:19](CC3C=CC(OC)=CC=3OC)[C:20]3[CH:25]=[CH:24][N:23]=[CH:22][N:21]=3)(=[O:18])=[O:17])=[C:11]([F:37])[CH:10]=2)[C@@H:5]([C:38]2[N:42](COCCOC)[N:41]=[CH:40][CH:39]=2)[CH2:4][CH2:3]1.C([SiH](CC)CC)C. The catalyst is ClC(Cl)C.FC(F)(F)C(O)=O. The product is [F:49][C:2]1([F:1])[CH2:7][C@H:6]([O:8][C:9]2[C:14]([CH3:15])=[CH:13][C:12]([S:16]([NH:19][C:20]3[CH:25]=[CH:24][N:23]=[CH:22][N:21]=3)(=[O:18])=[O:17])=[C:11]([F:37])[CH:10]=2)[C@@H:5]([C:38]2[NH:42][N:41]=[CH:40][CH:39]=2)[CH2:4][CH2:3]1. The yield is 0.710. (2) The reactants are [CH2:1]([O:3][C:4](=[O:22])[CH2:5][NH:6][CH2:7][CH2:8][NH:9][S:10]([C:13]1[S:14][C:15]2[CH:21]=[CH:20][CH:19]=[CH:18][C:16]=2[N:17]=1)(=[O:12])=[O:11])[CH3:2].[CH3:23][O:24][C:25]1[CH:26]=[C:27]([CH:44]=[CH:45][C:46]=1[O:47][CH3:48])[CH2:28][O:29][C:30]([NH:32][C:33]1[CH:38]=[CH:37][N:36]([CH2:39][C:40](O)=[O:41])[C:35](=[O:43])[N:34]=1)=[O:31]. No catalyst specified. The product is [CH2:1]([O:3][C:4](=[O:22])[CH2:5][N:6]([CH2:7][CH2:8][NH:9][S:10]([C:13]1[S:14][C:15]2[CH:21]=[CH:20][CH:19]=[CH:18][C:16]=2[N:17]=1)(=[O:12])=[O:11])[C:40](=[O:41])[CH2:39][N:36]1[CH:37]=[CH:38][C:33]([NH:32][C:30]([O:29][CH2:28][C:27]2[CH:44]=[CH:45][C:46]([O:47][CH3:48])=[C:25]([O:24][CH3:23])[CH:26]=2)=[O:31])=[N:34][C:35]1=[O:43])[CH3:2]. The yield is 0.810. (3) The reactants are [CH2:1]([O:8][C:9]1[CH:14]=[CH:13][C:12]([C:15]2([OH:33])[C:23]3[C:18](=[CH:19][CH:20]=[CH:21][CH:22]=3)[C:17](=[O:24])[N:16]2[CH2:25][CH2:26][C:27]2[CH:32]=[CH:31][CH:30]=[CH:29][N:28]=2)=[CH:11][C:10]=1[O:34][CH3:35])[C:2]1[CH:7]=[CH:6][CH:5]=[CH:4][CH:3]=1.[H-].[Na+].[CH2:38]1COCC1. No catalyst specified. The product is [CH2:1]([O:8][C:9]1[CH:14]=[CH:13][C:12]([C:15]2([O:33][CH3:38])[C:23]3[C:18](=[CH:19][CH:20]=[CH:21][CH:22]=3)[C:17](=[O:24])[N:16]2[CH2:25][CH2:26][C:27]2[CH:32]=[CH:31][CH:30]=[CH:29][N:28]=2)=[CH:11][C:10]=1[O:34][CH3:35])[C:2]1[CH:7]=[CH:6][CH:5]=[CH:4][CH:3]=1. The yield is 0.750. (4) The reactants are [CH2:1]([N:5]([C:20](=[O:28])[C:21]1[CH:26]=[CH:25][CH:24]=[CH:23][C:22]=1[Cl:27])[C:6]1[S:10][C:9]([C:11]2[CH:19]=[CH:18][C:14]([C:15](O)=[O:16])=[CH:13][CH:12]=2)=[N:8][N:7]=1)[CH2:2][CH2:3][CH3:4].C(Cl)CCl.C1C=CC2N(O)N=NC=2C=1.[NH2:43][CH2:44][CH2:45][C:46]([O:48]CC)=[O:47]. The catalyst is C1COCC1. The product is [CH2:1]([N:5]([C:6]1[S:10][C:9]([C:11]2[CH:12]=[CH:13][C:14]([C:15]([NH:43][CH2:44][CH2:45][C:46]([OH:48])=[O:47])=[O:16])=[CH:18][CH:19]=2)=[N:8][N:7]=1)[C:20](=[O:28])[C:21]1[CH:26]=[CH:25][CH:24]=[CH:23][C:22]=1[Cl:27])[CH2:2][CH2:3][CH3:4]. The yield is 0.490. (5) The yield is 0.0200. No catalyst specified. The product is [C:18]1([CH:19]2[CH2:24][CH2:23][N:22]([C:25]([O:27][CH2:28][C:29]3[CH:30]=[CH:31][CH:32]=[CH:33][CH:34]=3)=[O:26])[CH2:21][CH2:20]2)[N:17]=[CH:16][N:12]2[C:11]=1[C:10]1[CH:9]=[CH:8][NH:7][C:15]=1[N:14]=[CH:13]2. The reactants are C[Si](C)(C)CCOC[N:7]1[C:15]2[N:14]=[CH:13][N:12]3[CH:16]=[N:17][C:18]([CH:19]4[CH2:24][CH2:23][N:22]([C:25]([O:27][CH2:28][C:29]5[CH:34]=[CH:33][CH:32]=[CH:31][CH:30]=5)=[O:26])[CH2:21][CH2:20]4)=[C:11]3[C:10]=2[CH:9]=[CH:8]1.C[Si](C)(C)CCOCN1C2N=CN3C=NC(C4CCCN(C(OCC5C=CC=CC=5)=O)C4)=C3C=2C=C1. (6) The reactants are Br[C:2]1[CH:7]=[C:6]([F:8])[CH:5]=[CH:4][C:3]=1[O:9][CH3:10].[CH:11]1[C:23]2[NH:22][C:21]3[C:16](=[CH:17][CH:18]=[CH:19][CH:20]=3)[C:15]=2[CH:14]=[CH:13][CH:12]=1. The catalyst is O1CCOCC1.[Cu]I.NCC(N)C. The product is [F:8][C:6]1[CH:5]=[CH:4][C:3]([O:9][CH3:10])=[C:2]([N:22]2[C:23]3[CH:11]=[CH:12][CH:13]=[CH:14][C:15]=3[C:16]3[C:21]2=[CH:20][CH:19]=[CH:18][CH:17]=3)[CH:7]=1. The yield is 0.260.